Dataset: Reaction yield outcomes from USPTO patents with 853,638 reactions. Task: Predict the reaction yield, written as a fraction of the theoretical maximum amount of product (1.0 means a 100% yield; for example, 0.34 means a 34% yield). (1) The reactants are Cl[C:2]1[CH:7]=[CH:6][N:5]=[C:4]([NH2:8])[CH:3]=1.[O-]P([O-])([O-])=O.[K+].[K+].[K+].C1(P(C2CCCCC2)C2C=CC=CC=2C2C(OC)=CC=CC=2OC)CCCCC1.[CH3:46][O:47][C:48]1[CH:53]=[C:52]([N+:54]([O-:56])=[O:55])[CH:51]=[CH:50][C:49]=1B1OC(C)(C)C(C)(C)O1. The catalyst is C(O)CCC.C([O-])(=O)C.[Pd+2].C([O-])(=O)C. The product is [CH3:46][O:47][C:48]1[CH:53]=[C:52]([N+:54]([O-:56])=[O:55])[CH:51]=[CH:50][C:49]=1[C:2]1[CH:7]=[CH:6][N:5]=[C:4]([NH2:8])[CH:3]=1. The yield is 0.630. (2) The reactants are [F:1][C:2]1[C:3]([N:10]2[N:14]=[CH:13][CH:12]=[N:11]2)=[C:4]([CH:7]=[CH:8][CH:9]=1)[C:5]#N.[OH-:15].[Na+].Cl.C[OH:19]. No catalyst specified. The product is [F:1][C:2]1[C:3]([N:10]2[N:14]=[CH:13][CH:12]=[N:11]2)=[C:4]([CH:7]=[CH:8][CH:9]=1)[C:5]([OH:19])=[O:15]. The yield is 0.180. (3) The reactants are [C:1]([C:3]1[CH:23]=[CH:22][C:6]2[NH:7][C:8](=[O:21])[C@@H:9]([NH:13][C:14](=[O:20])[O:15][C:16]([CH3:19])([CH3:18])[CH3:17])[C@H:10]([CH3:12])[NH:11][C:5]=2[CH:4]=1)#[N:2].CS(O[CH2:29][C:30]1[C:39]2[C:34](=[CH:35][CH:36]=[CH:37][CH:38]=2)[N:33]=[CH:32][C:31]=1[CH:40]1[CH2:42][CH2:41]1)(=O)=O.C(=O)([O-])[O-].[Cs+].[Cs+]. The catalyst is CN(C=O)C.CCOC(C)=O. The product is [C:1]([C:3]1[CH:23]=[CH:22][C:6]2[N:7]([CH2:29][C:30]3[C:39]4[C:34](=[CH:35][CH:36]=[CH:37][CH:38]=4)[N:33]=[CH:32][C:31]=3[CH:40]3[CH2:41][CH2:42]3)[C:8](=[O:21])[C@@H:9]([NH:13][C:14](=[O:20])[O:15][C:16]([CH3:18])([CH3:19])[CH3:17])[C@H:10]([CH3:12])[NH:11][C:5]=2[CH:4]=1)#[N:2]. The yield is 0.600. (4) The reactants are [C-:1]#[N:2].[Na+].COS([O-])(=O)=O.[Br:10][C:11]1[C:12]([CH3:19])=[N+:13](OC)[CH:14]=[CH:15][CH:16]=1. The catalyst is O. The product is [Br:10][C:11]1[CH:16]=[CH:15][C:14]([C:1]#[N:2])=[N:13][C:12]=1[CH3:19]. The yield is 0.630. (5) The reactants are [NH2:1][C:2]1[CH:7]=[C:6]([O:8][CH2:9][C:10]2[CH:15]=[CH:14][CH:13]=[CH:12][CH:11]=2)[C:5]([O:16][CH3:17])=[CH:4][C:3]=1[C:18](=[O:20])[CH3:19].C[O-].[Na+].[CH:24](OCC)=O.Cl. The catalyst is COCCOC.O. The product is [CH2:9]([O:8][C:6]1[CH:7]=[C:2]2[C:3]([C:18]([OH:20])=[CH:19][CH:24]=[N:1]2)=[CH:4][C:5]=1[O:16][CH3:17])[C:10]1[CH:15]=[CH:14][CH:13]=[CH:12][CH:11]=1. The yield is 0.720. (6) The reactants are Cl[CH2:2][C:3]1[NH:7][C:6]2[CH:8]=[CH:9][C:10]([C:12]([O:14][CH3:15])=[O:13])=[CH:11][C:5]=2[N:4]=1.[Na+].[I-].[NH:18]1[CH2:23][CH2:22][O:21][CH2:20][CH2:19]1.C(#[N:26])C. No catalyst specified. The product is [O:21]1[CH2:22][CH2:23][N:18]([NH:26][CH2:2][C:3]2[NH:7][C:6]3[CH:8]=[CH:9][C:10]([C:12]([O:14][CH3:15])=[O:13])=[CH:11][C:5]=3[N:4]=2)[CH2:19][CH2:20]1. The yield is 0.810. (7) The reactants are [CH2:1]([CH2:6][NH2:7])[CH2:2][C:3]([OH:5])=[O:4].[NH2:8][CH2:9][C:10]([NH:12][CH2:13][C:14]([NH:16][CH2:17][C:18]([NH:20][CH2:21][CH2:22][C:23]([O:25]C(C)(C)C)=[O:24])=[O:19])=[O:15])=[O:11].O. The catalyst is FC(F)(F)C(O)=O. The product is [CH2:1]([CH2:6][NH2:7])[CH2:2][C:3]([OH:5])=[O:4].[NH2:8][CH2:9][C:10]([NH:12][CH2:13][C:14]([NH:16][CH2:17][C:18]([NH:20][CH2:21][CH2:22][C:23]([OH:25])=[O:24])=[O:19])=[O:15])=[O:11]. The yield is 1.00.